The task is: Predict the product of the given reaction.. This data is from Forward reaction prediction with 1.9M reactions from USPTO patents (1976-2016). (1) Given the reactants [NH2:1][C@@H:2]1[C:11]2[C:6](=[CH:7][CH:8]=[CH:9][CH:10]=2)[C@H:5]([OH:12])[CH2:4][CH2:3]1.[H-].[Na+].[CH2:15]([O:18][CH:19]1[CH2:24][CH2:23][N:22]([C:25]2[N:29]3[CH:30]=[C:31](F)[CH:32]=[CH:33][C:28]3=[N:27][N:26]=2)[CH2:21][CH2:20]1)[CH:16]=[CH2:17].CC(O)=O, predict the reaction product. The product is: [CH2:15]([O:18][CH:19]1[CH2:20][CH2:21][N:22]([C:25]2[N:29]3[CH:30]=[C:31]([O:12][C@H:5]4[C:6]5[C:11](=[CH:10][CH:9]=[CH:8][CH:7]=5)[C@@H:2]([NH2:1])[CH2:3][CH2:4]4)[CH:32]=[CH:33][C:28]3=[N:27][N:26]=2)[CH2:23][CH2:24]1)[CH:16]=[CH2:17]. (2) Given the reactants [CH2:1]([N:5]1[CH:9]=[C:8](B2OC(C)(C)C(C)(C)O2)[CH:7]=[N:6]1)[CH:2]([CH3:4])[CH3:3].Br[C:20]1[S:24][C:23]([C:25]([NH:27][CH2:28][C:29]2[CH:34]=[CH:33][N:32]3[CH:35]=[CH:36][N:37]=[C:31]3[CH:30]=2)=[O:26])=[CH:22][CH:21]=1.BrC1C=CC(N)=CC=1, predict the reaction product. The product is: [N:37]1[CH:36]=[CH:35][N:32]2[CH:33]=[CH:34][C:29]([CH2:28][NH:27][C:25]([C:23]3[S:24][C:20]([C:9]4[N:5]([CH2:1][CH:2]([CH3:3])[CH3:4])[N:6]=[CH:7][CH:8]=4)=[CH:21][CH:22]=3)=[O:26])=[CH:30][C:31]=12.